Dataset: Forward reaction prediction with 1.9M reactions from USPTO patents (1976-2016). Task: Predict the product of the given reaction. (1) Given the reactants [OH:1][C:2]1[N:6]([C:7]2[CH:12]=[C:11]([C:13]#[N:14])[CH:10]=[CH:9][N:8]=2)[N:5]=[CH:4][CH:3]=1.[F:15][C:16]1[CH:21]=[CH:20][C:19]([CH:22](O)[CH3:23])=[CH:18][CH:17]=1, predict the reaction product. The product is: [F:15][C:16]1[CH:21]=[CH:20][C:19]([CH:22]([O:1][C:2]2[N:6]([C:7]3[CH:12]=[C:11]([C:13]#[N:14])[CH:10]=[CH:9][N:8]=3)[N:5]=[CH:4][CH:3]=2)[CH3:23])=[CH:18][CH:17]=1. (2) Given the reactants [C:1]1([CH2:7][O:8][C:9]([NH:11][C@H:12]([C:17]([NH:19][C:20]2[CH:21]=[CH:22][C:23]3[CH2:29][N:28]([C:30]([O:32][C:33]([CH3:36])([CH3:35])[CH3:34])=[O:31])[CH2:27][CH2:26][CH2:25][C:24]=3[CH:37]=2)=[O:18])[CH2:13][CH2:14][S:15][CH3:16])=[O:10])[CH:6]=[CH:5][CH:4]=[CH:3][CH:2]=1.[I:38][CH3:39], predict the reaction product. The product is: [I-:38].[CH3:35][C:33]([O:32][C:30]([N:28]1[CH2:27][CH2:26][CH2:25][C:24]2[CH:37]=[C:20]([NH:19][C:17](=[O:18])[C@@H:12]([NH:11][C:9]([O:8][CH2:7][C:1]3[CH:2]=[CH:3][CH:4]=[CH:5][CH:6]=3)=[O:10])[CH2:13][CH2:14][S+:15]([CH3:39])[CH3:16])[CH:21]=[CH:22][C:23]=2[CH2:29]1)=[O:31])([CH3:34])[CH3:36]. (3) Given the reactants [N:1]1[C:10]2[C:5](=[CH:6][CH:7]=[CH:8][C:9]=2[S:11]([NH:14][CH2:15][C:16]([OH:18])=[O:17])(=[O:13])=[O:12])[CH:4]=[CH:3][CH:2]=1.[CH3:19]I.[OH-].[Na+], predict the reaction product. The product is: [CH3:19][N:14]([CH2:15][C:16]([OH:18])=[O:17])[S:11]([C:9]1[CH:8]=[CH:7][CH:6]=[C:5]2[C:10]=1[N:1]=[CH:2][CH:3]=[CH:4]2)(=[O:12])=[O:13]. (4) Given the reactants Br[CH2:2][C:3]([C:5]1[C:6]([F:16])=[C:7]2[C:12](=[CH:13][CH:14]=1)[NH:11][C:10](=[O:15])[CH2:9][CH2:8]2)=[O:4].C(N(CC)CC)C.[CH3:24][O:25][C:26]1[CH:27]=[C:28]([C:32]2([OH:38])[CH2:37][CH2:36][NH:35][CH2:34][CH2:33]2)[CH:29]=[CH:30][CH:31]=1.O, predict the reaction product. The product is: [F:16][C:6]1[C:5]([C:3](=[O:4])[CH2:2][N:35]2[CH2:34][CH2:33][C:32]([OH:38])([C:28]3[CH:29]=[CH:30][CH:31]=[C:26]([O:25][CH3:24])[CH:27]=3)[CH2:37][CH2:36]2)=[CH:14][CH:13]=[C:12]2[C:7]=1[CH2:8][CH2:9][C:10](=[O:15])[NH:11]2. (5) Given the reactants [N+:1]([C:4]1[CH:5]=[C:6]([CH:10]=[CH:11][CH:12]=1)[C:7](Cl)=[O:8])([O-:3])=[O:2].[CH:13]1[CH:14]=[CH:15][N:16]2[C:21]=1[CH:20]=[CH:19][CH:18]=[CH:17]2.C(OCC)(=O)C.O, predict the reaction product. The product is: [N+:1]([C:4]1[CH:5]=[C:6]([CH:10]=[CH:11][CH:12]=1)[C:7]([C:15]1[N:16]2[C:21]([CH:20]=[CH:19][CH:18]=[CH:17]2)=[CH:13][CH:14]=1)=[O:8])([O-:3])=[O:2]. (6) Given the reactants Cl.[NH:2]([C:4]1[CH:5]=[CH:6][C:7]([CH3:12])=[C:8]([CH:11]=1)[C:9]#[N:10])[NH2:3].[CH3:13][CH:14]([CH3:20])[C:15](=O)[CH2:16][C:17]#[N:18].Cl, predict the reaction product. The product is: [NH2:18][C:17]1[N:2]([C:4]2[CH:5]=[CH:6][C:7]([CH3:12])=[C:8]([CH:11]=2)[C:9]#[N:10])[N:3]=[C:15]([CH:14]([CH3:20])[CH3:13])[CH:16]=1. (7) The product is: [C:31]1([C:34]2[CH:39]=[CH:38][CH:37]=[CH:36][CH:35]=2)[CH:32]=[CH:33][C:28]([C:8]2[N:9]([CH2:19][C:20]([N:22]3[CH2:27][CH2:26][O:25][CH2:24][CH2:23]3)=[O:21])[C:10]3[C:15]([C:7]=2[CH:1]2[CH2:6][CH2:5][CH2:4][CH2:3][CH2:2]2)=[CH:14][CH:13]=[C:12]([C:16]([OH:18])=[O:17])[CH:11]=3)=[CH:29][CH:30]=1. Given the reactants [CH:1]1([C:7]2[C:15]3[C:10](=[CH:11][C:12]([C:16]([OH:18])=[O:17])=[CH:13][CH:14]=3)[N:9]([CH2:19][C:20]([N:22]3[CH2:27][CH2:26][O:25][CH2:24][CH2:23]3)=[O:21])[C:8]=2[C:28]2[CH:33]=[CH:32][C:31]([C:34]3[CH:39]=[CH:38][C:37](N(C)C)=[CH:36][CH:35]=3)=[CH:30][CH:29]=2)[CH2:6][CH2:5][CH2:4][CH2:3][CH2:2]1.COC(C1C=C2C(C(C3CCCCC3)=C(C3C=CC(OS(C(F)(F)F)(=O)=O)=CC=3)N2CC(N2CCOCC2)=O)=CC=1)=O.C1(B(O)O)C=CC=CC=1, predict the reaction product. (8) Given the reactants C([O:3][C:4](=O)[CH2:5][CH:6]1[S:10][C:9]([C:11]2[NH:12][C:13]3[C:18]([CH:19]=2)=[CH:17][C:16]([O:20][C:21]2[CH:22]=[N:23][C:24]([CH2:27][S:28]([CH3:31])(=[O:30])=[O:29])=[CH:25][CH:26]=2)=[CH:15][C:14]=3[O:32][CH:33]2[CH2:38][CH2:37][O:36][CH2:35][CH2:34]2)=[N:8][CH2:7]1)C.[BH4-].[Li+].O.C(OCC)(=O)C, predict the reaction product. The product is: [CH3:31][S:28]([CH2:27][C:24]1[N:23]=[CH:22][C:21]([O:20][C:16]2[CH:17]=[C:18]3[C:13](=[C:14]([O:32][CH:33]4[CH2:38][CH2:37][O:36][CH2:35][CH2:34]4)[CH:15]=2)[NH:12][C:11]([C:9]2[S:10][CH:6]([CH2:5][CH2:4][OH:3])[CH2:7][N:8]=2)=[CH:19]3)=[CH:26][CH:25]=1)(=[O:29])=[O:30].